The task is: Predict the reactants needed to synthesize the given product.. This data is from Full USPTO retrosynthesis dataset with 1.9M reactions from patents (1976-2016). (1) Given the product [Cl:9][C:5]1[C:4]([O:10][CH3:11])=[C:3]([CH2:2][CH2:24][NH2:26])[CH:8]=[CH:7][CH:6]=1, predict the reactants needed to synthesize it. The reactants are: Br[CH2:2][C:3]1[CH:8]=[CH:7][CH:6]=[C:5]([Cl:9])[C:4]=1[O:10][CH3:11].ClC1C=CC(C)=C(OC)C=1.C1C(=O)[N:26](Br)[C:24](=O)C1. (2) Given the product [CH3:8][C:9]([C:11]1[CH:16]=[CH:15][C:14]([F:17])=[C:13]([NH2:18])[CH:12]=1)=[O:10], predict the reactants needed to synthesize it. The reactants are: O.O.[Sn](Cl)(Cl)(Cl)Cl.[CH3:8][C:9]([C:11]1[CH:16]=[CH:15][C:14]([F:17])=[C:13]([N+:18]([O-])=O)[CH:12]=1)=[O:10].[OH-].[Na+]. (3) Given the product [CH3:33][N:2]([CH3:1])[C:3](=[O:4])[O:5][C:6]1[CH:11]=[CH:10][CH:9]=[C:8]([NH:12][C:13]([C:15]2([O:28][CH2:29][CH2:30][O:31][CH3:32])[CH2:20][CH2:19][NH:18][CH2:17][CH2:16]2)=[O:14])[CH:7]=1, predict the reactants needed to synthesize it. The reactants are: [CH3:1][N:2]([CH3:33])[C:3]([O:5][C:6]1[CH:7]=[C:8]([NH:12][C:13]([C:15]2([O:28][CH2:29][CH2:30][O:31][CH3:32])[CH2:20][CH2:19][N:18](C(OC(C)(C)C)=O)[CH2:17][CH2:16]2)=[O:14])[CH:9]=[CH:10][CH:11]=1)=[O:4].Cl. (4) Given the product [Cl:18][C:19]1[CH:24]=[CH:23][C:22]2[N:15]([C:13]([CH:12]([C:3]3[CH:4]=[C:5]4[C:10](=[CH:11][C:2]=3[F:1])[N:9]=[CH:8][CH:7]=[CH:6]4)[CH3:17])=[N:20][N:21]=2)[N:16]=1, predict the reactants needed to synthesize it. The reactants are: [F:1][C:2]1[CH:11]=[C:10]2[C:5]([CH:6]=[CH:7][CH:8]=[N:9]2)=[CH:4][C:3]=1[CH:12]([CH3:17])[C:13]([NH:15][NH2:16])=O.[Cl:18][C:19]1[N:20]=[N:21][C:22](Cl)=[CH:23][CH:24]=1. (5) Given the product [C:1]([N:8]1[CH2:12][C@@H:11]([O:13][CH3:19])[CH2:10][C@H:9]1[C:14]([O:16][CH3:17])=[O:15])([O:3][C:4]([CH3:7])([CH3:6])[CH3:5])=[O:2], predict the reactants needed to synthesize it. The reactants are: [C:1]([N:8]1[CH2:12][C@@H:11]([OH:13])[CH2:10][C@H:9]1[C:14]([O:16][CH3:17])=[O:15])([O:3][C:4]([CH3:7])([CH3:6])[CH3:5])=[O:2].I[CH3:19]. (6) The reactants are: [CH3:1][NH:2][CH3:3].CS(O[CH2:9][CH2:10][N:11]1[C:15]([C:16]([F:19])([F:18])[F:17])=[C:14]([CH2:20][C:21]([NH:23][CH2:24][C:25]2[CH:30]=[CH:29][C:28]([F:31])=[CH:27][C:26]=2[Cl:32])=[O:22])[CH:13]=[N:12]1)(=O)=O. Given the product [ClH:32].[Cl:32][C:26]1[CH:27]=[C:28]([F:31])[CH:29]=[CH:30][C:25]=1[CH2:24][NH:23][C:21](=[O:22])[CH2:20][C:14]1[CH:13]=[N:12][N:11]([CH2:10][CH2:9][N:2]([CH3:3])[CH3:1])[C:15]=1[C:16]([F:19])([F:18])[F:17], predict the reactants needed to synthesize it.